From a dataset of NCI-60 drug combinations with 297,098 pairs across 59 cell lines. Regression. Given two drug SMILES strings and cell line genomic features, predict the synergy score measuring deviation from expected non-interaction effect. (1) Drug 1: C1CCN(CC1)CCOC2=CC=C(C=C2)C(=O)C3=C(SC4=C3C=CC(=C4)O)C5=CC=C(C=C5)O. Drug 2: C1=NNC2=C1C(=O)NC=N2. Cell line: IGROV1. Synergy scores: CSS=4.95, Synergy_ZIP=-1.37, Synergy_Bliss=-0.0293, Synergy_Loewe=-4.00, Synergy_HSA=-3.78. (2) Drug 1: CC1C(C(=O)NC(C(=O)N2CCCC2C(=O)N(CC(=O)N(C(C(=O)O1)C(C)C)C)C)C(C)C)NC(=O)C3=C4C(=C(C=C3)C)OC5=C(C(=O)C(=C(C5=N4)C(=O)NC6C(OC(=O)C(N(C(=O)CN(C(=O)C7CCCN7C(=O)C(NC6=O)C(C)C)C)C)C(C)C)C)N)C. Drug 2: COCCOC1=C(C=C2C(=C1)C(=NC=N2)NC3=CC=CC(=C3)C#C)OCCOC.Cl. Cell line: MALME-3M. Synergy scores: CSS=30.6, Synergy_ZIP=-3.34, Synergy_Bliss=2.89, Synergy_Loewe=2.37, Synergy_HSA=2.56. (3) Drug 1: C1=NC2=C(N=C(N=C2N1C3C(C(C(O3)CO)O)F)Cl)N. Drug 2: CS(=O)(=O)OCCCCOS(=O)(=O)C. Cell line: A498. Synergy scores: CSS=6.08, Synergy_ZIP=-2.00, Synergy_Bliss=-2.37, Synergy_Loewe=0.559, Synergy_HSA=-1.10. (4) Drug 1: CCN(CC)CCNC(=O)C1=C(NC(=C1C)C=C2C3=C(C=CC(=C3)F)NC2=O)C. Drug 2: COCCOC1=C(C=C2C(=C1)C(=NC=N2)NC3=CC=CC(=C3)C#C)OCCOC.Cl. Cell line: NCI-H460. Synergy scores: CSS=0.489, Synergy_ZIP=0.336, Synergy_Bliss=-1.23, Synergy_Loewe=1.13, Synergy_HSA=-2.81. (5) Drug 1: C1=CC(=CC=C1CCC2=CNC3=C2C(=O)NC(=N3)N)C(=O)NC(CCC(=O)O)C(=O)O. Drug 2: C1=CC=C(C=C1)NC(=O)CCCCCCC(=O)NO. Cell line: NCI-H322M. Synergy scores: CSS=17.6, Synergy_ZIP=0.802, Synergy_Bliss=6.92, Synergy_Loewe=6.64, Synergy_HSA=8.03.